From a dataset of Catalyst prediction with 721,799 reactions and 888 catalyst types from USPTO. Predict which catalyst facilitates the given reaction. (1) Reactant: [Cl:1]N1C(=O)CCC1=O.[I:9][C:10]1[CH:14]=[CH:13][N:12]([C:15]2[CH:20]=[CH:19][N:18]=[C:17]([C:21]#[N:22])[CH:16]=2)[N:11]=1. Product: [Cl:1][C:14]1[C:10]([I:9])=[N:11][N:12]([C:15]2[CH:20]=[CH:19][N:18]=[C:17]([C:21]#[N:22])[CH:16]=2)[CH:13]=1. The catalyst class is: 15. (2) Reactant: [NH2:1][C:2]1[C:15]2[C:6](=[CH:7][C:8]3[C:9]4[C:14]=2[C:13](=[O:16])[N:12]([CH2:17][CH2:18][N:19]([CH3:21])[CH3:20])[C:11](=[O:22])[C:10]=4[CH:23]=[CH:24][CH:25]=3)[CH:5]=[CH:4][CH:3]=1.Cl[C:27]([O:29][C:30]1[CH:35]=[CH:34][CH:33]=[CH:32][CH:31]=1)=[O:28].C(N(CC)CC)C.C(Cl)Cl.CO. Product: [CH3:21][N:19]([CH3:20])[CH2:18][CH2:17][N:12]1[C:11](=[O:22])[C:10]2[CH:23]=[CH:24][CH:25]=[C:8]3[C:9]=2[C:14](=[C:15]2[C:2]([NH:1][C:27](=[O:28])[O:29][C:30]4[CH:35]=[CH:34][CH:33]=[CH:32][CH:31]=4)=[CH:3][CH:4]=[CH:5][C:6]2=[CH:7]3)[C:13]1=[O:16]. The catalyst class is: 4. (3) Reactant: [CH3:1][N:2]([CH2:4][CH:5]([C:10]1[CH:22]=[CH:21][C:13]([C:14]([O:16][C:17]([CH3:20])([CH3:19])[CH3:18])=[O:15])=[CH:12][CH:11]=1)[C:6]([O:8]C)=[O:7])[CH3:3].[OH-].[K+:24]. Product: [C:17]([O:16][C:14]([C:13]1[CH:21]=[CH:22][C:10]([CH:5]([CH2:4][N:2]([CH3:3])[CH3:1])[C:6]([O-:8])=[O:7])=[CH:11][CH:12]=1)=[O:15])([CH3:19])([CH3:18])[CH3:20].[K+:24]. The catalyst class is: 36. (4) Reactant: [CH2:1]([O:8][C:9]1[C:10]([C:18]([O:20][CH3:21])=[O:19])=[N:11][NH:12][C:13]=1[C:14]([O:16][CH3:17])=[O:15])[C:2]1[CH:7]=[CH:6][CH:5]=[CH:4][CH:3]=1.Br[C:23]([Br:26])([CH3:25])C.[C:27]([O-])([O-])=O.[Cs+].[Cs+]. Product: [CH2:1]([O:8][C:9]1[C:13]([C:14]([O:16][CH3:17])=[O:15])=[N:12][N:11]([CH2:27][CH2:25][CH2:23][Br:26])[C:10]=1[C:18]([O:20][CH3:21])=[O:19])[C:2]1[CH:7]=[CH:6][CH:5]=[CH:4][CH:3]=1. The catalyst class is: 3. (5) Reactant: [Mg].C1C[O:5][CH2:4]C1.Br[C:8]1[S:9][CH:10]=[CH:11][C:12]=1[CH2:13][CH:14]([CH2:23][CH2:24][CH2:25][CH2:26][CH2:27][CH3:28])[CH2:15][CH2:16][CH2:17][CH2:18][CH2:19][CH2:20][CH2:21][CH3:22].Cl. Product: [CH2:23]([CH:14]([CH2:15][CH2:16][CH2:17][CH2:18][CH2:19][CH2:20][CH2:21][CH3:22])[CH2:13][C:12]1[CH:11]=[CH:10][S:9][C:8]=1[CH:4]=[O:5])[CH2:24][CH2:25][CH2:26][CH2:27][CH3:28]. The catalyst class is: 3. (6) Reactant: [Cl:1][C:2]1[CH:3]=[C:4]([CH:9]([CH2:13][CH:14]2[CH2:19][CH2:18][CH2:17][CH2:16][O:15]2)[C:10]([OH:12])=O)[CH:5]=[CH:6][C:7]=1[Cl:8].F[P-](F)(F)(F)(F)F.N1(OC(N(C)C)=[N+](C)C)C2C=CC=CC=2N=N1.C(N(CC)C(C)C)(C)C.[NH2:53][C:54]1[S:55][CH:56]=[CH:57][N:58]=1. Product: [Cl:1][C:2]1[CH:3]=[C:4]([CH:9]([CH2:13][CH:14]2[CH2:19][CH2:18][CH2:17][CH2:16][O:15]2)[C:10]([NH:53][C:54]2[S:55][CH:56]=[CH:57][N:58]=2)=[O:12])[CH:5]=[CH:6][C:7]=1[Cl:8]. The catalyst class is: 35. (7) Reactant: [CH3:1][C:2]1[C:11]2[C:6](=[CH:7][CH:8]=[CH:9][CH:10]=2)[C:5]([C:12](Cl)=[O:13])=[CH:4][CH:3]=1.[Cl:15][C:16]1[CH:24]=[C:23]([Cl:25])[CH:22]=[C:21]2[C:17]=1[CH:18]=[C:19]([CH3:34])[N:20]2[CH2:26][CH2:27][N:28]1[CH2:33][CH2:32][O:31][CH2:30][CH2:29]1.[Cl-].[Cl-].C([Al+2])C. Product: [Cl:15][C:16]1[CH:24]=[C:23]([Cl:25])[CH:22]=[C:21]2[C:17]=1[C:18]([C:12]([C:5]1[C:6]3[C:11](=[CH:10][CH:9]=[CH:8][CH:7]=3)[C:2]([CH3:1])=[CH:3][CH:4]=1)=[O:13])=[C:19]([CH3:34])[N:20]2[CH2:26][CH2:27][N:28]1[CH2:29][CH2:30][O:31][CH2:32][CH2:33]1. The catalyst class is: 2. (8) Reactant: [C:1]1([C:8]2[CH:13]=[CH:12][CH:11]=[CH:10][CH:9]=2)[CH:6]=[CH:5][C:4]([OH:7])=[CH:3][CH:2]=1.[CH2:14](O)[CH2:15][CH2:16][CH2:17][C:18]#[CH:19].C1(P(C2C=CC=CC=2)C2C=CC=CC=2)C=CC=CC=1.CCOC(/N=N/C(OCC)=O)=O. Product: [CH2:19]([O:7][C:4]1[CH:3]=[CH:2][C:1]([C:8]2[CH:13]=[CH:12][CH:11]=[CH:10][CH:9]=2)=[CH:6][CH:5]=1)[CH2:18][CH2:17][CH2:16][C:15]#[CH:14]. The catalyst class is: 1. (9) Reactant: C([Si]([C:11]#[C:12][C:13]1[CH:18]=[CH:17][N:16]2[CH:19]=[CH:20][N:21]=[C:15]2[CH:14]=1)(C(C)C)C(C)C)(C)C.[F-].C([N+](CCCC)(CCCC)CCCC)CCC. Product: [C:12]([C:13]1[CH:18]=[CH:17][N:16]2[CH:19]=[CH:20][N:21]=[C:15]2[CH:14]=1)#[CH:11]. The catalyst class is: 1. (10) Reactant: [Mg+2:1].[Cl-].[Cl-].[CH3:4][N:5]([C:7]1[CH:14]=[CH:13][CH:12]=[CH:11][C:8]=1[CH2:9][K])[CH3:6]. Product: [CH3:4][N:5]([C:7]1[CH:14]=[CH:13][CH:12]=[CH:11][C:8]=1[CH2:9][Mg:1][CH2:9][C:8]1[CH:11]=[CH:12][CH:13]=[CH:14][C:7]=1[N:5]([CH3:6])[CH3:4])[CH3:6]. The catalyst class is: 1.